From a dataset of Forward reaction prediction with 1.9M reactions from USPTO patents (1976-2016). Predict the product of the given reaction. (1) Given the reactants [N:1]1[CH:6]=[CH:5][CH:4]=[CH:3][CH:2]=1.[CH3:7][O:8][C:9]1[CH:10]=[C:11]2[C:15](=[CH:16][CH:17]=1)[N:14]([CH3:18])[C:13](=[O:19])[C:12]2=[O:20].FC(F)(F)S(O[C:27]1[CH:32]=[CH:31][CH:30]=[CH:29][C:28]=1[Si](C)(C)C)(=O)=O.[F-].[K+].O1CCOCCOCCOCCOCCOCC1, predict the reaction product. The product is: [CH3:7][O:8][C:9]1[CH:10]=[C:11]2[C:15](=[CH:16][CH:17]=1)[N:14]([CH3:18])[C:13](=[O:19])[C:12]2([O:20][C:27]1[CH:32]=[CH:31][CH:30]=[CH:29][CH:28]=1)[C:2]1[CH:3]=[CH:4][CH:5]=[CH:6][N:1]=1. (2) Given the reactants [C:1]([C:5]1[CH:6]=[C:7]2[C:12](=[O:13])[O:11][C:9](=O)[C:8]2=[CH:14][CH:15]=1)([CH3:4])([CH3:3])[CH3:2].[CH2:16]([NH2:20])[CH:17]([CH3:19])[CH3:18].C1(C)C=CC(S(O)(=O)=O)=CC=1, predict the reaction product. The product is: [C:1]([C:5]1[CH:6]=[C:7]2[C:12](=[O:13])[N:20]([CH2:16][CH:17]([CH3:19])[CH3:18])[C:9](=[O:11])[C:8]2=[CH:14][CH:15]=1)([CH3:2])([CH3:3])[CH3:4]. (3) Given the reactants [Cl:1][C:2]1[C:3]([CH3:20])=[N:4][CH:5]=[CH:6][C:7]=1[O:8][C@H:9]1[CH2:14][CH2:13][C@H:12]([CH:15](C)[C:16](O)=O)[CH2:11][CH2:10]1.C([N:23](CC)CC)C.C1(P(N=[N+]=[N-])(C2C=CC=CC=2)=O)C=CC=CC=1.[OH-].[Li+], predict the reaction product. The product is: [Cl:1][C:2]1[C:3]([CH3:20])=[N:4][CH:5]=[CH:6][C:7]=1[O:8][C@H:9]1[CH2:14][CH2:13][C@H:12]([CH:15]([NH2:23])[CH3:16])[CH2:11][CH2:10]1. (4) The product is: [Cl:14][C:2]1[CH:3]=[CH:4][C:5]2[C:10](=[CH:9][CH:8]=[N:7][CH:6]=2)[N:1]=1. Given the reactants [NH:1]1[C:10]2[C:5](=[CH:6][N:7]=[CH:8][CH:9]=2)[CH:4]=[CH:3][C:2]1=O.P(Cl)(Cl)([Cl:14])=O, predict the reaction product. (5) Given the reactants Cl[S:2]([OH:5])(=O)=[O:3].[NH:6]([C:13]1[N:18]=[C:17]([C:19]2[N:23]([CH3:24])[C:22]([CH:25]([CH3:27])[CH3:26])=[N:21][CH:20]=2)[CH:16]=[CH:15][N:14]=1)[C:7]1[CH:12]=[CH:11][CH:10]=[CH:9][CH:8]=1.[CH:28]1([NH2:31])[CH2:30][CH2:29]1, predict the reaction product. The product is: [CH3:24][N:23]1[C:19]([C:17]2[CH:16]=[CH:15][N:14]=[C:13]([NH:6][C:7]3[CH:12]=[CH:11][C:10]([S:2](=[O:5])(=[O:3])[NH:31][CH:28]4[CH2:30][CH2:29]4)=[CH:9][CH:8]=3)[N:18]=2)=[CH:20][N:21]=[C:22]1[CH:25]([CH3:27])[CH3:26]. (6) Given the reactants [CH:1]1([N:5]([CH3:27])[C:6](=[O:26])[C:7]2[CH:12]=[C:11]([O:13][C:14]3[C:19]([CH3:20])=[CH:18][C:17]([N+:21]([O-])=O)=[CH:16][C:15]=3[CH3:24])[CH:10]=[CH:9][C:8]=2[OH:25])[CH2:4][CH2:3][CH2:2]1, predict the reaction product. The product is: [NH2:21][C:17]1[CH:18]=[C:19]([CH3:20])[C:14]([O:13][C:11]2[CH:10]=[CH:9][C:8]([OH:25])=[C:7]([CH:12]=2)[C:6]([N:5]([CH:1]2[CH2:2][CH2:3][CH2:4]2)[CH3:27])=[O:26])=[C:15]([CH3:24])[CH:16]=1.